This data is from Reaction yield outcomes from USPTO patents with 853,638 reactions. The task is: Predict the reaction yield, written as a fraction of the theoretical maximum amount of product (1.0 means a 100% yield; for example, 0.34 means a 34% yield). (1) The yield is 0.820. The catalyst is CCO.C(Cl)Cl. The product is [Si:1]([O:8][C:9]1[CH:10]=[C:11]([C:15]2([CH2:16][CH2:17][CH2:18][NH:19][C:20](=[O:26])[O:21][C:22]([CH3:25])([CH3:24])[CH3:23])[NH:33][N:32]=[C:31]([C:30]3[CH:35]=[C:36]([F:39])[CH:37]=[CH:38][C:29]=3[F:28])[S:34]2)[CH:12]=[CH:13][CH:14]=1)([C:4]([CH3:7])([CH3:6])[CH3:5])([CH3:3])[CH3:2]. The reactants are [Si:1]([O:8][C:9]1[CH:10]=[C:11]([C:15](=O)[CH2:16][CH2:17][CH2:18][NH:19][C:20](=[O:26])[O:21][C:22]([CH3:25])([CH3:24])[CH3:23])[CH:12]=[CH:13][CH:14]=1)([C:4]([CH3:7])([CH3:6])[CH3:5])([CH3:3])[CH3:2].[F:28][C:29]1[CH:38]=[CH:37][C:36]([F:39])=[CH:35][C:30]=1[C:31](=[S:34])[NH:32][NH2:33]. (2) The reactants are C([C@H]1COC(C2C=CC=CN=2)=N1)(C)(C)C.[NH4+].F[P-](F)(F)(F)(F)F.[CH3:24][O:25][C:26]([C:28]1[CH:29]=[C:30](B(O)O)[CH:31]=[CH:32][CH:33]=1)=[O:27].[O:37]1[C:46]2[C:41](=[CH:42][CH:43]=[CH:44][CH:45]=2)[C:40](=[O:47])[CH:39]=[CH:38]1.O. The catalyst is ClC(Cl)C.FC(F)(F)C(O[Pd]OC(=O)C(F)(F)F)=O. The product is [O:47]=[C:40]1[C:41]2[C:46](=[CH:45][CH:44]=[CH:43][CH:42]=2)[O:37][C@@H:38]([C:30]2[CH:29]=[C:28]([CH:33]=[CH:32][CH:31]=2)[C:26]([O:25][CH3:24])=[O:27])[CH2:39]1. The yield is 0.341. (3) The reactants are O.[C:2]1(C)C=CC(S(O)(=O)=O)=CC=1.[F:13][C:14]([F:23])([CH:18]([OH:22])[CH2:19][CH2:20][CH3:21])[C:15]([OH:17])=[O:16].C(=O)([O-])O.[Na+]. The catalyst is CO. The product is [F:13][C:14]([F:23])([CH:18]([OH:22])[CH2:19][CH2:20][CH3:21])[C:15]([O:17][CH3:2])=[O:16]. The yield is 0.580. (4) The reactants are [Cl:1][C:2]1[CH:19]=[CH:18][C:17]([CH:20]2[C@H:25]([O:26][CH2:27][C:28]3[CH:33]=[CH:32][CH:31]=[CH:30][CH:29]=3)[C@@H:24]([O:34][CH2:35][C:36]3[CH:41]=[CH:40][CH:39]=[CH:38][CH:37]=3)[C@H:23]([O:42][CH2:43][C:44]3[CH:49]=[CH:48][CH:47]=[CH:46][CH:45]=3)[C@@H:22]([CH2:50][O:51][CH2:52][C:53]3[CH:58]=[CH:57][CH:56]=[CH:55][CH:54]=3)[O:21]2)=[CH:16][C:3]=1[CH2:4][O:5][Si](C(C)C)(C(C)C)C(C)C.[F-].C([N+](CCCC)(CCCC)CCCC)CCC. The catalyst is O1CCCC1. The product is [Cl:1][C:2]1[CH:19]=[CH:18][C:17]([CH:20]2[C@H:25]([O:26][CH2:27][C:28]3[CH:29]=[CH:30][CH:31]=[CH:32][CH:33]=3)[C@@H:24]([O:34][CH2:35][C:36]3[CH:41]=[CH:40][CH:39]=[CH:38][CH:37]=3)[C@H:23]([O:42][CH2:43][C:44]3[CH:45]=[CH:46][CH:47]=[CH:48][CH:49]=3)[C@@H:22]([CH2:50][O:51][CH2:52][C:53]3[CH:54]=[CH:55][CH:56]=[CH:57][CH:58]=3)[O:21]2)=[CH:16][C:3]=1[CH2:4][OH:5]. The yield is 0.980. (5) The reactants are C[O:2][C:3]([C:5]1([CH2:11][CH2:12][CH2:13][NH:14][C:15]2[CH:20]=[CH:19][C:18]([Br:21])=[CH:17][C:16]=2[CH3:22])[CH2:10][CH2:9][O:8][CH2:7][CH2:6]1)=O.[H-].[Na+].CO.[Sn]. The catalyst is C1COCC1.C(Cl)Cl.C(OCC)(=O)C. The product is [Br:21][C:18]1[CH:19]=[CH:20][C:15]([N:14]2[CH2:13][CH2:12][CH2:11][C:5]3([CH2:10][CH2:9][O:8][CH2:7][CH2:6]3)[C:3]2=[O:2])=[C:16]([CH3:22])[CH:17]=1. The yield is 0.950. (6) The reactants are [CH3:1][O:2][CH2:3][C:4]1[CH:5]=[C:6]([C:13]2[CH:14]=[CH:15][C:16]([N:19]3[CH2:25][CH2:24][CH2:23][N:22]([C:26]4[CH:31]=[CH:30][C:29]([C:32]5[CH:37]=[C:36]([CH2:38][O:39][CH3:40])[CH:35]=[C:34]([CH2:41][O:42][CH3:43])[CH:33]=5)=[CH:28][N:27]=4)[CH2:21][CH2:20]3)=[N:17][CH:18]=2)[CH:7]=[C:8]([CH2:10][O:11][CH3:12])[CH:9]=1.[ClH:44]. The catalyst is C(O)C. The product is [ClH:44].[ClH:44].[CH3:43][O:42][CH2:41][C:34]1[CH:33]=[C:32]([C:29]2[CH:30]=[CH:31][C:26]([N:22]3[CH2:23][CH2:24][CH2:25][N:19]([C:16]4[CH:15]=[CH:14][C:13]([C:6]5[CH:5]=[C:4]([CH2:3][O:2][CH3:1])[CH:9]=[C:8]([CH2:10][O:11][CH3:12])[CH:7]=5)=[CH:18][N:17]=4)[CH2:20][CH2:21]3)=[N:27][CH:28]=2)[CH:37]=[C:36]([CH2:38][O:39][CH3:40])[CH:35]=1. The yield is 0.920. (7) The reactants are [CH:1]1[C:10]2[C:5](=[CH:6][CH:7]=[CH:8][CH:9]=2)[CH:4]=[CH:3][C:2]=1O.Cl.[CH2:13]([NH2:16])[CH2:14][NH2:15].C(N)CN. No catalyst specified. The product is [CH:1]1[C:10]2[C:5](=[CH:6][CH:7]=[CH:8][CH:9]=2)[CH:4]=[CH:3][C:2]=1[NH:15][CH2:14][CH2:13][NH2:16]. The yield is 0.180.